From a dataset of Catalyst prediction with 721,799 reactions and 888 catalyst types from USPTO. Predict which catalyst facilitates the given reaction. Reactant: [CH2:1]([O:3][C:4]([C:6]1[S:7][C:8]([C:12]([O:14][CH2:15][CH3:16])=[O:13])=[CH:9][C:10]=1[NH2:11])=[O:5])[CH3:2].[CH2:17]([N:24]=[C:25]=[O:26])[C:18]1[CH:23]=[CH:22][CH:21]=[CH:20][CH:19]=1. Product: [CH2:1]([O:3][C:4]([C:6]1[S:7][C:8]([C:12]([O:14][CH2:15][CH3:16])=[O:13])=[CH:9][C:10]=1[NH:11][C:25]([NH:24][CH2:17][C:18]1[CH:23]=[CH:22][CH:21]=[CH:20][CH:19]=1)=[O:26])=[O:5])[CH3:2]. The catalyst class is: 341.